Predict the reaction yield, written as a fraction of the theoretical maximum amount of product (1.0 means a 100% yield; for example, 0.34 means a 34% yield). From a dataset of Reaction yield outcomes from USPTO patents with 853,638 reactions. (1) The reactants are [CH2:1]([O:4][C:5]1[CH:12]=[CH:11][C:8]([CH2:9]O)=[CH:7][C:6]=1[O:13][CH3:14])[CH2:2][CH3:3].P(Br)(Br)[Br:16]. The catalyst is C(OCC)C. The product is [CH2:1]([O:4][C:5]1[CH:12]=[CH:11][C:8]([CH2:9][Br:16])=[CH:7][C:6]=1[O:13][CH3:14])[CH2:2][CH3:3]. The yield is 0.980. (2) The reactants are [CH2:1]([NH:3][C:4]1[C:5]([CH3:26])=[C:6]([C:23]([OH:25])=O)[CH:7]=[C:8]([C:10]2[CH:15]=[CH:14][C:13]([CH2:16][N:17]3[CH2:22][CH2:21][O:20][CH2:19][CH2:18]3)=[CH:12][CH:11]=2)[CH:9]=1)[CH3:2].[NH2:27][CH2:28][C:29]1[C:30](=[O:37])[NH:31][C:32]([CH3:36])=[CH:33][C:34]=1[CH3:35].C1CN([P+](ON2N=NC3C=CC=CC2=3)(N2CCCC2)N2CCCC2)CC1.F[P-](F)(F)(F)(F)F. The catalyst is CS(C)=O. The product is [CH3:35][C:34]1[CH:33]=[C:32]([CH3:36])[NH:31][C:30](=[O:37])[C:29]=1[CH2:28][NH:27][C:23]([C:6]1[CH:7]=[C:8]([C:10]2[CH:15]=[CH:14][C:13]([CH2:16][N:17]3[CH2:22][CH2:21][O:20][CH2:19][CH2:18]3)=[CH:12][CH:11]=2)[CH:9]=[C:4]([NH:3][CH2:1][CH3:2])[C:5]=1[CH3:26])=[O:25]. The yield is 0.240. (3) The reactants are [F:1][C:2]1[CH:3]=[C:4]([NH:13][C:14]([C@@H:16]2[N:25]([C:26]([C@H:28]3[CH2:30][C@@H:29]3[CH2:31][C:32]([O:34]CC3C=CC=CC=3)=[O:33])=[O:27])[CH2:24][CH2:23][C:22]3[N:21]=[C:20]([O:42][CH3:43])[CH:19]=[CH:18][C:17]2=3)=[O:15])[CH:5]=[C:6]([F:12])[C:7]=1[Si:8]([CH3:11])([CH3:10])[CH3:9]. The catalyst is CO.[C].[Pd]. The product is [F:1][C:2]1[CH:3]=[C:4]([NH:13][C:14]([C@@H:16]2[N:25]([C:26]([CH:28]3[CH2:30][CH:29]3[CH2:31][C:32]([OH:34])=[O:33])=[O:27])[CH2:24][CH2:23][C:22]3[N:21]=[C:20]([O:42][CH3:43])[CH:19]=[CH:18][C:17]2=3)=[O:15])[CH:5]=[C:6]([F:12])[C:7]=1[Si:8]([CH3:11])([CH3:9])[CH3:10]. The yield is 0.800. (4) The reactants are [Cl:1][C:2]1[CH:3]=[CH:4][C:5]2[C:11]3[N:12]=[C:13](I)[N:14]=[CH:15][C:10]=3[CH2:9][N:8]=[C:7]([C:17]3[C:22]([F:23])=[CH:21][CH:20]=[CH:19][C:18]=3[F:24])[C:6]=2[CH:25]=1.[NH2:26][C:27]1[O:28][C:29]([C:32]([O:34][CH2:35][CH3:36])=[O:33])=[CH:30][N:31]=1.CC1(C)C2C(=C(P(C3C=CC=CC=3)C3C=CC=CC=3)C=CC=2)OC2C(P(C3C=CC=CC=3)C3C=CC=CC=3)=CC=CC1=2.[O-]P([O-])([O-])=O.[K+].[K+].[K+]. The catalyst is C1C=CC(/C=C/C(/C=C/C2C=CC=CC=2)=O)=CC=1.C1C=CC(/C=C/C(/C=C/C2C=CC=CC=2)=O)=CC=1.C1C=CC(/C=C/C(/C=C/C2C=CC=CC=2)=O)=CC=1.[Pd].[Pd]. The product is [CH2:35]([O:34][C:32]([C:29]1[O:28][C:27]([NH:26][C:13]2[N:14]=[CH:15][C:10]3[CH2:9][N:8]=[C:7]([C:17]4[C:22]([F:23])=[CH:21][CH:20]=[CH:19][C:18]=4[F:24])[C:6]4[CH:25]=[C:2]([Cl:1])[CH:3]=[CH:4][C:5]=4[C:11]=3[N:12]=2)=[N:31][CH:30]=1)=[O:33])[CH3:36]. The yield is 0.480. (5) The reactants are [O:1]1[CH2:6][CH2:5][CH2:4][O:3][CH:2]1[C:7]1[CH:8]=[CH:9][C:10]([C:13]2[S:21][C:20]3[C:15](=[N:16][CH:17]=[CH:18][C:19]=3[O:22][C:23]3[CH:29]=[CH:28][C:26]([NH2:27])=[CH:25][C:24]=3[F:30])[CH:14]=2)=[N:11][CH:12]=1.CC[N:33]([CH:37](C)C)[CH:34]([CH3:36])[CH3:35].ClC(Cl)([O:43]C(=O)OC(Cl)(Cl)Cl)Cl.C1(N)CC1. The catalyst is O1CCCC1. The product is [O:1]1[CH2:6][CH2:5][CH2:4][O:3][CH:2]1[C:7]1[CH:8]=[CH:9][C:10]([C:13]2[S:21][C:20]3[C:15](=[N:16][CH:17]=[CH:18][C:19]=3[O:22][C:23]3[CH:29]=[CH:28][C:26]([NH:27][C:37]([NH:33][CH:34]4[CH2:35][CH2:36]4)=[O:43])=[CH:25][C:24]=3[F:30])[CH:14]=2)=[N:11][CH:12]=1. The yield is 0.990. (6) The reactants are [H-].[Na+].[NH:3]1[CH:7]=[CH:6][N:5]=[CH:4]1.CS(O[CH2:13][C@@H:14]1[C@@H:23]([CH3:24])[C@H:22]([C:25]([C:27]2[CH:32]=[C:31]([O:33][CH3:34])[CH:30]=[C:29]([O:35][CH3:36])[CH:28]=2)=[O:26])[C@:21]2([CH3:37])[C@H:16]([C:17]([CH3:39])([CH3:38])[CH2:18][CH2:19][CH2:20]2)[CH2:15]1)(=O)=O.C([O-])(O)=O.[Na+]. The catalyst is CN(C=O)C.CCOCC. The product is [CH3:36][O:35][C:29]1[CH:28]=[C:27]([C:25]([C@@H:22]2[C@:21]3([CH3:37])[C@H:16]([C:17]([CH3:39])([CH3:38])[CH2:18][CH2:19][CH2:20]3)[CH2:15][C@H:14]([CH2:13][N:3]3[CH:7]=[CH:6][N:5]=[CH:4]3)[C@H:23]2[CH3:24])=[O:26])[CH:32]=[C:31]([O:33][CH3:34])[CH:30]=1. The yield is 0.840. (7) The product is [CH3:27][C:24]1[CH:25]=[CH:26][C:21]([C:19]2[N:18]([C:28]3[CH:29]=[N:30][CH:31]=[CH:32][CH:33]=3)[N:17]=[C:16]([C:14]([N:10]3[CH2:11][CH2:12][CH2:13][NH:9]3)=[O:15])[CH:20]=2)=[N:22][CH:23]=1. The catalyst is O1CCOCC1.ClCCl. The yield is 0.800. The reactants are Cl.C(OC([N:9]1[CH2:13][CH2:12][CH2:11][N:10]1[C:14]([C:16]1[CH:20]=[C:19]([C:21]2[CH:26]=[CH:25][C:24]([CH3:27])=[CH:23][N:22]=2)[N:18]([C:28]2[CH:29]=[N:30][CH:31]=[CH:32][CH:33]=2)[N:17]=1)=[O:15])=O)(C)(C)C. (8) The reactants are [OH:1][C:2]1[CH:3]=[C:4]2[C:9](=[CH:10][CH:11]=1)[C@H:8]([C:12]([O:14][CH3:15])=[O:13])[N:7]([C:16]([O:18][C:19]([CH3:22])([CH3:21])[CH3:20])=[O:17])[CH2:6][CH2:5]2.O[CH2:24][C:25]1[CH:26]=[C:27]([NH:31][C:32](=[O:34])[CH3:33])[CH:28]=[CH:29][CH:30]=1.C1C=CC(P(C2C=CC=CC=2)C2C=CC=CC=2)=CC=1.CCOC(/N=N/C(OCC)=O)=O. The catalyst is C1COCC1. The product is [C:32]([NH:31][C:27]1[CH:26]=[C:25]([CH:30]=[CH:29][CH:28]=1)[CH2:24][O:1][C:2]1[CH:3]=[C:4]2[C:9](=[CH:10][CH:11]=1)[C@H:8]([C:12]([O:14][CH3:15])=[O:13])[N:7]([C:16]([O:18][C:19]([CH3:22])([CH3:21])[CH3:20])=[O:17])[CH2:6][CH2:5]2)(=[O:34])[CH3:33]. The yield is 0.270.